This data is from Full USPTO retrosynthesis dataset with 1.9M reactions from patents (1976-2016). The task is: Predict the reactants needed to synthesize the given product. (1) Given the product [ClH:1].[F:21][C:3]([F:2])([F:22])[C:4]([NH:6][CH2:7][C:8]1[CH:13]=[CH:12][C:11]([F:14])=[C:10]([CH:15]2[CH2:20][CH2:19][NH:18][CH2:17][CH2:16]2)[CH:9]=1)=[O:5], predict the reactants needed to synthesize it. The reactants are: [ClH:1].[F:2][C:3]([F:22])([F:21])[C:4]([NH:6][CH2:7][C:8]1[CH:13]=[CH:12][C:11]([F:14])=[C:10]([C:15]2[CH:20]=[CH:19][N:18]=[CH:17][CH:16]=2)[CH:9]=1)=[O:5]. (2) The reactants are: [CH2:1]([C:3]1[CH:19]=[CH:18][C:6]([CH2:7][NH:8][C:9]2[CH:17]=[CH:16][C:12]3[N:13]=[CH:14][NH:15][C:11]=3[CH:10]=2)=[CH:5][CH:4]=1)[CH3:2].[S:20]1[C:24]2[CH:25]=[CH:26][CH:27]=[CH:28][C:23]=2[N:22]=[C:21]1[CH2:29]Br.C([O-])([O-])=O.[K+].[K+]. Given the product [CH2:1]([C:3]1[CH:19]=[CH:18][C:6]([CH2:7][N:8]([CH2:29][C:21]2[S:20][C:24]3[CH:25]=[CH:26][CH:27]=[CH:28][C:23]=3[N:22]=2)[C:9]2[CH:17]=[CH:16][C:12]3[NH:13][CH:14]=[N:15][C:11]=3[CH:10]=2)=[CH:5][CH:4]=1)[CH3:2], predict the reactants needed to synthesize it. (3) Given the product [CH2:4]([C:6]1([C:9]2[CH:10]=[CH:11][C:12]([CH2:13][OH:14])=[CH:15][CH:16]=2)[CH2:7][CH2:8]1)[CH3:5], predict the reactants needed to synthesize it. The reactants are: C(O)C.[CH2:4]([C:6]1([C:9]2[CH:16]=[CH:15][C:12]([CH:13]=[O:14])=[CH:11][CH:10]=2)[CH2:8][CH2:7]1)[CH3:5].[BH4-].[K+].